This data is from Human liver microsome stability data. The task is: Regression/Classification. Given a drug SMILES string, predict its absorption, distribution, metabolism, or excretion properties. Task type varies by dataset: regression for continuous measurements (e.g., permeability, clearance, half-life) or binary classification for categorical outcomes (e.g., BBB penetration, CYP inhibition). Dataset: hlm. (1) The compound is Fc1ccc(C2CCN(CCCc3c[nH]c4ccc(F)cc34)CC2)c(-c2ccccc2)c1. The result is 0 (unstable in human liver microsomes). (2) The drug is N#CCCn1cc(CN2CCN(c3cc(C(=O)Nc4ccc5c(c4)-c4c(c(C(N)=O)nn4-c4ccc(F)cc4)CC5)c(Cl)cn3)CC2)cn1. The result is 1 (stable in human liver microsomes).